From a dataset of Catalyst prediction with 721,799 reactions and 888 catalyst types from USPTO. Predict which catalyst facilitates the given reaction. Reactant: Br[C:2]1[CH:3]=[C:4]2[N:10]([CH2:11][CH2:12][CH2:13][O:14][CH3:15])[CH:9]=[CH:8][C:5]2=[N:6][CH:7]=1.O.[C:17]([O:20][CH2:21][CH3:22])(=O)[CH3:18]. Product: [CH2:21]([O:20][C:17]([C:2]1[CH:3]=[C:4]2[N:10]([CH2:11][CH2:12][CH2:13][O:14][CH3:15])[CH:9]=[CH:8][C:5]2=[N:6][CH:7]=1)=[CH2:18])[CH3:22]. The catalyst class is: 747.